This data is from Catalyst prediction with 721,799 reactions and 888 catalyst types from USPTO. The task is: Predict which catalyst facilitates the given reaction. (1) Reactant: [C:1]([C:3]1[N:8]=[CH:7][C:6]([NH:9][C@H:10]([CH2:14][CH:15]([CH3:17])[CH3:16])[C:11]([NH2:13])=[O:12])=[CH:5][C:4]=1[NH:18][C:19]1[O:23][N:22]=[C:21]([C:24]2[CH:29]=[CH:28][CH:27]=[CH:26][CH:25]=2)[CH:20]=1)#[N:2].[OH-].[Na+].OO.CC(O)=[O:36]. Product: [NH2:13][C:11](=[O:12])[C@H:10]([NH:9][C:6]1[CH:5]=[C:4]([NH:18][C:19]2[O:23][N:22]=[C:21]([C:24]3[CH:29]=[CH:28][CH:27]=[CH:26][CH:25]=3)[CH:20]=2)[C:3]([C:1]([NH2:2])=[O:36])=[N:8][CH:7]=1)[CH2:14][CH:15]([CH3:17])[CH3:16]. The catalyst class is: 593. (2) Product: [NH2:3][C:4]1[N:5]=[C:6]([C:24]2[CH:29]=[CH:28][CH:27]=[CH:26][CH:25]=2)[C:7]([C:14]2[CH:15]=[CH:16][C:17](=[O:23])[N:18]([CH:20]([CH3:22])[CH3:21])[N:19]=2)=[C:8]([O:23][CH2:17][CH2:16][CH3:15])[N:9]=1. Reactant: [H-].[Na+].[NH2:3][C:4]1[N:9]=[C:8](S(C)(=O)=O)[C:7]([C:14]2[CH:15]=[CH:16][C:17](=[O:23])[N:18]([CH:20]([CH3:22])[CH3:21])[N:19]=2)=[C:6]([C:24]2[CH:29]=[CH:28][CH:27]=[CH:26][CH:25]=2)[N:5]=1. The catalyst class is: 259.